This data is from Forward reaction prediction with 1.9M reactions from USPTO patents (1976-2016). The task is: Predict the product of the given reaction. (1) Given the reactants [Cl:1][C:2]1[CH:7]=[CH:6][C:5]([C:8]2[C:14]3[CH:15]=[C:16]([C:19]4[CH:24]=[CH:23][CH:22]=[C:21]([CH:25]=O)[CH:20]=4)[CH:17]=[CH:18][C:13]=3[N:12]3[C:27]([CH3:30])=[N:28][N:29]=[C:11]3[C@H:10]([CH2:31][C:32]([NH:34][CH2:35][CH3:36])=[O:33])[N:9]=2)=[CH:4][CH:3]=1.Cl.[CH2:38]([NH2:40])[CH3:39].C(O[BH-](OC(=O)C)OC(=O)C)(=O)C.[Na+].C(=O)([O-])O.[Na+], predict the reaction product. The product is: [Cl:1][C:2]1[CH:7]=[CH:6][C:5]([C:8]2[C:14]3[CH:15]=[C:16]([C:19]4[CH:24]=[CH:23][CH:22]=[C:21]([CH2:25][NH:40][CH2:38][CH3:39])[CH:20]=4)[CH:17]=[CH:18][C:13]=3[N:12]3[C:27]([CH3:30])=[N:28][N:29]=[C:11]3[C@H:10]([CH2:31][C:32]([NH:34][CH2:35][CH3:36])=[O:33])[N:9]=2)=[CH:4][CH:3]=1. (2) Given the reactants [Cl:1][C:2]1[CH:3]=[CH:4][C:5]2[CH2:11][O:10][C:9]3[CH:12]=[CH:13][CH:14]=[CH:15][C:8]=3[N:7]([CH2:16][C@H:17]3[CH2:21][CH2:20][CH2:19][N:18]3[CH2:22][CH2:23][C:24]3[CH:29]=[CH:28][C:27]([N:30]([CH3:32])[CH3:31])=[CH:26][CH:25]=3)[C:6]=2[CH:33]=1.[ClH:34].CCOCC, predict the reaction product. The product is: [ClH:1].[ClH:34].[Cl:1][C:2]1[CH:3]=[CH:4][C:5]2[CH2:11][O:10][C:9]3[CH:12]=[CH:13][CH:14]=[CH:15][C:8]=3[N:7]([CH2:16][C@H:17]3[CH2:21][CH2:20][CH2:19][N:18]3[CH2:22][CH2:23][C:24]3[CH:25]=[CH:26][C:27]([N:30]([CH3:32])[CH3:31])=[CH:28][CH:29]=3)[C:6]=2[CH:33]=1.